This data is from Full USPTO retrosynthesis dataset with 1.9M reactions from patents (1976-2016). The task is: Predict the reactants needed to synthesize the given product. (1) Given the product [F:37][C:34]([F:35])([F:36])[C:29]([C:26]1[CH:27]=[CH:28][C:23]([C@:10]2([S:13]([C:16]3[CH:21]=[CH:20][C:19]([F:22])=[CH:18][CH:17]=3)(=[O:14])=[O:15])[CH2:11][CH2:12][NH:8][CH2:9]2)=[CH:24][C:25]=1[F:39])([OH:38])[C:30]([F:33])([F:32])[F:31].[ClH:40], predict the reactants needed to synthesize it. The reactants are: C([N:8]1[CH2:12][CH2:11][C@:10]([C:23]2[CH:28]=[CH:27][C:26]([C:29]([OH:38])([C:34]([F:37])([F:36])[F:35])[C:30]([F:33])([F:32])[F:31])=[C:25]([F:39])[CH:24]=2)([S:13]([C:16]2[CH:21]=[CH:20][C:19]([F:22])=[CH:18][CH:17]=2)(=[O:15])=[O:14])[CH2:9]1)C1C=CC=CC=1.[ClH:40]. (2) Given the product [OH:20][CH:21]1[CH2:26][CH2:25][CH2:24][N:23]([C:13]([C:11]2[S:12][C:8]([C:5]3[C:4]([CH3:16])=[C:3]([C:2]([F:1])([F:18])[F:17])[O:7][N:6]=3)=[CH:9][CH:10]=2)=[O:15])[CH2:22]1, predict the reactants needed to synthesize it. The reactants are: [F:1][C:2]([F:18])([F:17])[C:3]1[O:7][N:6]=[C:5]([C:8]2[S:12][C:11]([C:13]([OH:15])=O)=[CH:10][CH:9]=2)[C:4]=1[CH3:16].Cl.[OH:20][CH:21]1[CH2:26][CH2:25][CH2:24][NH:23][CH2:22]1. (3) Given the product [Cl:29][C:24]1[CH:23]=[C:22]([O:21][C:19]2[C:20]3[N:12]([CH2:11][CH2:10][OH:9])[CH:13]=[CH:14][C:15]=3[N:16]=[CH:17][N:18]=2)[CH:27]=[CH:26][C:25]=1[NH:28][C:46]([NH:45][C:41]1[CH:42]=[CH:43][CH:44]=[C:39]([C:38]([F:37])([F:48])[F:49])[CH:40]=1)=[O:47], predict the reactants needed to synthesize it. The reactants are: C([O:9][CH2:10][CH2:11][N:12]1[C:20]2[C:19]([O:21][C:22]3[CH:27]=[CH:26][C:25]([NH2:28])=[C:24]([Cl:29])[CH:23]=3)=[N:18][CH:17]=[N:16][C:15]=2[CH:14]=[CH:13]1)(=O)C1C=CC=CC=1.C(N(CC)CC)C.[F:37][C:38]([F:49])([F:48])[C:39]1[CH:40]=[C:41]([N:45]=[C:46]=[O:47])[CH:42]=[CH:43][CH:44]=1. (4) The reactants are: [F:1][C:2]1[CH:3]=[C:4]([NH:9][C:10]2[CH:11]=[N:12][C:13]([F:16])=[CH:14][CH:15]=2)[C:5]([NH2:8])=[CH:6][CH:7]=1.[C:17]([O:21][C:22]([NH:24][C@@H:25]([CH3:29])[C:26](O)=[O:27])=[O:23])([CH3:20])([CH3:19])[CH3:18].C1C=NC2N(O)N=NC=2C=1.CN1CCOCC1.Cl.CN(C)CCCN=C=NCC. Given the product [C:17]([O:21][C:22](=[O:23])[NH:24][C@H:25]([C:26](=[O:27])[NH:8][C:5]1[CH:6]=[CH:7][C:2]([F:1])=[CH:3][C:4]=1[NH:9][C:10]1[CH:11]=[N:12][C:13]([F:16])=[CH:14][CH:15]=1)[CH3:29])([CH3:18])([CH3:19])[CH3:20], predict the reactants needed to synthesize it. (5) Given the product [Br:17][C:15]1[N:16]=[C:11]2[C:10]([CH2:19][OH:20])=[CH:9][N:8]([CH2:6][OH:7])[C:12]2=[N:13][C:14]=1[Cl:18], predict the reactants needed to synthesize it. The reactants are: C(O[C:6]([N:8]1[C:12]2=[N:13][C:14]([Cl:18])=[C:15]([Br:17])[N:16]=[C:11]2[CH:10]=[CH:9]1)=[O:7])(C)(C)C.[CH2:19]=[O:20].[OH-].[Na+].Cl.